This data is from HIV replication inhibition screening data with 41,000+ compounds from the AIDS Antiviral Screen. The task is: Binary Classification. Given a drug SMILES string, predict its activity (active/inactive) in a high-throughput screening assay against a specified biological target. (1) The result is 0 (inactive). The drug is CN(C(=O)c1ccc(Cl)cc1)C(=S)N1CCN(c2ccccc2)CC1. (2) The drug is NC(CCc1nc(-c2cccc([N+](=O)[O-])c2)cs1)C(=O)O. The result is 0 (inactive). (3) The molecule is O=c1cc(Cl)c(Cl)nn1-c1ccccc1. The result is 0 (inactive). (4) The result is 1 (active). The molecule is COc1ccc(OC)c(N=Nc2c(O)nc3ccccc3c2O)c1. (5) The drug is Cc1cccc2oc3c(c(=O)c12)CC(O)C(C)(C)O3. The result is 0 (inactive).